From a dataset of Catalyst prediction with 721,799 reactions and 888 catalyst types from USPTO. Predict which catalyst facilitates the given reaction. (1) Reactant: [C:1]([O:5][C:6](=[O:35])[NH:7][C:8]1([C:12]2[CH:17]=[CH:16][C:15]([C:18]3[C:19]([C:29]4[CH:34]=[CH:33][CH:32]=[CH:31][CH:30]=4)=[CH:20][C:21]4[NH:26][C:25](=[O:27])[CH2:24][O:23][C:22]=4[N:28]=3)=[CH:14][CH:13]=2)[CH2:11][CH2:10][CH2:9]1)([CH3:4])([CH3:3])[CH3:2].[H-].[Na+].Cl[CH2:39][C:40]1[NH:41][CH:42]=[CH:43][N:44]=1.Cl.C([O-])(O)=O.[Na+]. The catalyst class is: 3. Product: [C:1]([O:5][C:6](=[O:35])[NH:7][C:8]1([C:12]2[CH:13]=[CH:14][C:15]([C:18]3[C:19]([C:29]4[CH:30]=[CH:31][CH:32]=[CH:33][CH:34]=4)=[CH:20][C:21]4[N:26]([CH2:39][C:40]5[NH:41][CH:42]=[CH:43][N:44]=5)[C:25](=[O:27])[CH2:24][O:23][C:22]=4[N:28]=3)=[CH:16][CH:17]=2)[CH2:11][CH2:10][CH2:9]1)([CH3:4])([CH3:2])[CH3:3]. (2) Reactant: [C:1]1(=O)[CH2:6][CH2:5][CH2:4][C:3](=[O:7])[CH2:2]1.Cl.[F:10][C:11]1[CH:16]=[CH:15][C:14]([NH:17][NH2:18])=[CH:13][CH:12]=1.O.C(O)C.C([O-])(=O)C.[Na+]. Product: [F:10][C:11]1[CH:16]=[CH:15][C:14]([NH:17][NH:18][C:1]2[CH2:6][CH2:5][CH2:4][C:3](=[O:7])[CH:2]=2)=[CH:13][CH:12]=1. The catalyst class is: 40. (3) Reactant: [OH:1][C:2]1[CH:7]=[CH:6][C:5]([C:8]2[CH:12]=[C:11]([C:13]([O:15][CH2:16][CH3:17])=[O:14])[O:10][N:9]=2)=[CH:4][CH:3]=1.[H-].[Na+].Br[C:21]1[S:25][C:24]([NH2:26])=[N:23][CH:22]=1. Product: [NH2:26][C:24]1[S:25][C:21]([O:1][C:2]2[CH:3]=[CH:4][C:5]([C:8]3[CH:12]=[C:11]([C:13]([O:15][CH2:16][CH3:17])=[O:14])[O:10][N:9]=3)=[CH:6][CH:7]=2)=[CH:22][N:23]=1. The catalyst class is: 1. (4) Reactant: [C:1]([C:4]1[C:9]2[CH2:10][C:11](=[CH:19][CH2:20][CH2:21][N:22]3[CH2:27][CH2:26][C:25]([C:29]4[CH:34]=[CH:33][C:32]([Cl:35])=[CH:31][CH:30]=4)([OH:28])[CH2:24][CH2:23]3)[C:12]3[C:13]([O:18][C:8]=2[CH:7]=[CH:6][CH:5]=1)=[N:14][CH:15]=[CH:16][CH:17]=3)([OH:3])=[O:2].[I-].[Na+].C(=O)([O-])[O-].[K+].[K+].[C:44](=[O:56])([O:52][CH:53]([Cl:55])[CH3:54])[O:45][CH:46]1[CH2:51][CH2:50][CH2:49][CH2:48][CH2:47]1. Product: [ClH:35].[ClH:55].[Cl:35][C:32]1[CH:31]=[CH:30][C:29]([C:25]2([OH:28])[CH2:26][CH2:27][N:22]([CH2:21][CH2:20][CH:19]=[C:11]3[C:12]4[C:13](=[N:14][CH:15]=[CH:16][CH:17]=4)[O:18][C:8]4[CH:7]=[CH:6][CH:5]=[C:4]([C:1]([O:3][CH2:54][CH2:53][O:52][C:44]([O:45][CH:46]5[CH2:51][CH2:50][CH2:49][CH2:48][CH2:47]5)=[O:56])=[O:2])[C:9]=4[CH2:10]3)[CH2:23][CH2:24]2)=[CH:34][CH:33]=1. The catalyst class is: 288. (5) Reactant: [CH2:1]([O:8][C:9]1[CH:10]=[C:11]2[C:15](=[CH:16][CH:17]=1)[NH:14][CH:13]=[CH:12]2)[C:2]1[CH:7]=[CH:6][CH:5]=[CH:4][CH:3]=1.[OH-].[K+].Br[CH2:21][CH2:22][C:23]([O:25]CC)=[O:24].Cl. Product: [CH2:1]([O:8][C:9]1[CH:10]=[C:11]2[C:15](=[CH:16][CH:17]=1)[N:14]([CH2:21][CH2:22][C:23]([OH:25])=[O:24])[CH:13]=[CH:12]2)[C:2]1[CH:3]=[CH:4][CH:5]=[CH:6][CH:7]=1. The catalyst class is: 58. (6) Reactant: [O:1]1[C:7]2[CH:8]=[C:9]([C:12]([O:14][CH3:15])=[O:13])[CH:10]=[N:11][C:6]=2[CH2:5][NH:4][CH2:3][CH2:2]1.[CH:16]1([C:22](Cl)=[O:23])[CH2:21][CH2:20][CH2:19][CH2:18][CH2:17]1.CCN(CC)CC. Product: [CH:16]1([C:22]([N:4]2[CH2:5][C:6]3[N:11]=[CH:10][C:9]([C:12]([O:14][CH3:15])=[O:13])=[CH:8][C:7]=3[O:1][CH2:2][CH2:3]2)=[O:23])[CH2:21][CH2:20][CH2:19][CH2:18][CH2:17]1. The catalyst class is: 2. (7) Reactant: [CH3:1][C:2]1[CH:7]=[CH:6][N:5]([C:8]2[CH:13]=[CH:12][C:11]([N:14]3[CH2:19][CH2:18][NH:17][CH2:16][CH2:15]3)=[CH:10][CH:9]=2)[C:4](=[O:20])[CH:3]=1.CC1C=CC(S(O[CH2:32][CH2:33][CH2:34][CH2:35][C:36]2[C:44]3[C:39](=[CH:40][CH:41]=[C:42]([C:45]#[N:46])[CH:43]=3)[NH:38][CH:37]=2)(=O)=O)=CC=1.C(=O)([O-])[O-].[K+].[K+].[I-].[K+]. Product: [CH3:1][C:2]1[CH:7]=[CH:6][N:5]([C:8]2[CH:9]=[CH:10][C:11]([N:14]3[CH2:15][CH2:16][N:17]([CH2:32][CH2:33][CH2:34][CH2:35][C:36]4[C:44]5[C:39](=[CH:40][CH:41]=[C:42]([C:45]#[N:46])[CH:43]=5)[NH:38][CH:37]=4)[CH2:18][CH2:19]3)=[CH:12][CH:13]=2)[C:4](=[O:20])[CH:3]=1. The catalyst class is: 10.